This data is from Forward reaction prediction with 1.9M reactions from USPTO patents (1976-2016). The task is: Predict the product of the given reaction. (1) The product is: [CH3:27][O:28][C:29](=[O:30])[C:31]1[CH:32]=[CH:33][C:34]([CH3:40])=[C:35]([C:9]2[S:8][C:7]([NH:6][C:4](=[O:5])[C:3]3[C:2]([F:1])=[CH:25][CH:24]=[CH:23][C:22]=3[F:26])=[CH:11][CH:10]=2)[CH:36]=1. Given the reactants [F:1][C:2]1[CH:25]=[CH:24][CH:23]=[C:22]([F:26])[C:3]=1[C:4]([NH:6][C:7]1[S:8][C:9](C2C=CC=C(C(F)(F)F)C=2)=[CH:10][CH:11]=1)=[O:5].[CH3:27][O:28][C:29]([C:31]1[CH:32]=[CH:33][C:34]([CH3:40])=[C:35](B(O)O)[CH:36]=1)=[O:30], predict the reaction product. (2) Given the reactants [F:1][CH:2]([F:12])[CH2:3][O:4][C:5]1[C:10]([NH2:11])=[CH:9][CH:8]=[CH:7][N:6]=1.[CH3:13][O:14][C:15]([C:17]1[S:26][C:20]2[N:21]=[C:22](Cl)[N:23]=[CH:24][C:19]=2[C:18]=1[CH3:27])=[O:16], predict the reaction product. The product is: [CH3:13][O:14][C:15]([C:17]1[S:26][C:20]2[N:21]=[CH:22][N:23]=[C:24]([NH:11][C:10]3[C:5]([O:4][CH2:3][CH:2]([F:1])[F:12])=[N:6][CH:7]=[CH:8][CH:9]=3)[C:19]=2[C:18]=1[CH3:27])=[O:16]. (3) Given the reactants [F:1][C:2]1[CH:7]=[CH:6][C:5]([C:8]2[O:9][C:10]3[CH:20]=[C:19]([NH:21][S:22]([CH3:25])(=[O:24])=[O:23])[C:18]([C:26]4[CH:31]=[CH:30][CH:29]=[CH:28][CH:27]=4)=[CH:17][C:11]=3[C:12]=2[C:13]([NH:15][CH3:16])=[O:14])=[CH:4][CH:3]=1.Br[CH2:33][CH:34]1[CH2:39][CH2:38][CH2:37][CH2:36][CH2:35]1.C([O-])([O-])=O.[K+].[K+], predict the reaction product. The product is: [CH:34]1([CH2:33][N:21]([S:22]([CH3:25])(=[O:23])=[O:24])[C:19]2[C:18]([C:26]3[CH:27]=[CH:28][CH:29]=[CH:30][CH:31]=3)=[CH:17][C:11]3[C:12]([C:13]([NH:15][CH3:16])=[O:14])=[C:8]([C:5]4[CH:4]=[CH:3][C:2]([F:1])=[CH:7][CH:6]=4)[O:9][C:10]=3[CH:20]=2)[CH2:39][CH2:38][CH2:37][CH2:36][CH2:35]1. (4) Given the reactants [NH:1]1[C:9]2[C:4](=[CH:5][CH:6]=[CH:7][CH:8]=2)[C:3]([NH:10][C:11](=[O:15])OCC)=[N:2]1.[Cl:16][C:17]1[CH:22]=[CH:21][C:20]([C:23]2([OH:29])[CH2:28][CH2:27][NH:26][CH2:25][CH2:24]2)=[CH:19][C:18]=1[C:30]([F:33])([F:32])[F:31], predict the reaction product. The product is: [NH:1]1[C:9]2[C:4](=[CH:5][CH:6]=[CH:7][CH:8]=2)[C:3]([NH:10][C:11]([N:26]2[CH2:27][CH2:28][C:23]([C:20]3[CH:21]=[CH:22][C:17]([Cl:16])=[C:18]([C:30]([F:32])([F:31])[F:33])[CH:19]=3)([OH:29])[CH2:24][CH2:25]2)=[O:15])=[N:2]1. (5) Given the reactants [CH:1]([C:4]1[N:5]=[C:6]([CH2:9][CH2:10][C:11]2[CH:46]=[CH:45][N:14]3[C:15](=[O:44])[C:16]([C:30]4[N:34]([CH2:35][C:36]5[CH:41]=[CH:40][C:39]([O:42][CH3:43])=[CH:38][CH:37]=5)[N:33]=[N:32][N:31]=4)=[C:17](OS(C4C=CC(C)=CC=4)(=O)=O)[N:18]=[C:13]3[CH:12]=2)[S:7][CH:8]=1)([CH3:3])[CH3:2].[NH:47]1[CH2:52][CH2:51][O:50][CH2:49][CH2:48]1, predict the reaction product. The product is: [CH:1]([C:4]1[N:5]=[C:6]([CH2:9][CH2:10][C:11]2[CH:46]=[CH:45][N:14]3[C:15](=[O:44])[C:16]([C:30]4[N:34]([CH2:35][C:36]5[CH:41]=[CH:40][C:39]([O:42][CH3:43])=[CH:38][CH:37]=5)[N:33]=[N:32][N:31]=4)=[C:17]([N:47]4[CH2:52][CH2:51][O:50][CH2:49][CH2:48]4)[N:18]=[C:13]3[CH:12]=2)[S:7][CH:8]=1)([CH3:3])[CH3:2]. (6) Given the reactants N(OCCC(C)C)=O.CS[S:11][CH3:12].[Br:13][C:14]1[CH:20]=[CH:19][C:17](N)=[C:16]([C:21]([F:24])([F:23])[F:22])[CH:15]=1, predict the reaction product. The product is: [Br:13][C:14]1[CH:20]=[CH:19][C:17]([S:11][CH3:12])=[C:16]([C:21]([F:22])([F:23])[F:24])[CH:15]=1. (7) Given the reactants I[C:2]1[CH:3]=[C:4]([CH2:8][CH2:9][N:10]2[CH2:15][CH2:14][N:13]([C:16]3[CH:25]=[CH:24][CH:23]=[C:22]4[C:17]=3[CH:18]=[CH:19][C:20]([CH3:26])=[N:21]4)[CH2:12][CH2:11]2)[CH:5]=[CH:6][CH:7]=1.[NH:27]1[C:31]2=[N:32][CH2:33][CH2:34][N:30]2[CH:29]=[N:28]1.P([O-])([O-])([O-])=O.[K+].[K+].[K+], predict the reaction product. The product is: [N:27]1[N:28]=[CH:29][N:30]2[CH2:34][CH2:33][N:32]([C:2]3[CH:3]=[C:4]([CH2:8][CH2:9][N:10]4[CH2:15][CH2:14][N:13]([C:16]5[CH:25]=[CH:24][CH:23]=[C:22]6[C:17]=5[CH:18]=[CH:19][C:20]([CH3:26])=[N:21]6)[CH2:12][CH2:11]4)[CH:5]=[CH:6][CH:7]=3)[C:31]=12. (8) Given the reactants [F:1][C:2]([F:13])([F:12])[C:3]1[CH:11]=[CH:10][C:6]([C:7]([OH:9])=O)=[CH:5][CH:4]=1.C([O:16][C:17](=[O:39])[C:18]([O:21][C:22]1[CH:27]=[CH:26][C:25]([O:28][C:29]2[CH:34]=[C:33]([F:35])[CH:32]=[C:31]([CH2:36][NH2:37])[CH:30]=2)=[CH:24][C:23]=1[CH3:38])([CH3:20])[CH3:19])C, predict the reaction product. The product is: [F:35][C:33]1[CH:34]=[C:29]([CH:30]=[C:31]([CH2:36][NH:37][C:7](=[O:9])[C:6]2[CH:5]=[CH:4][C:3]([C:2]([F:1])([F:13])[F:12])=[CH:11][CH:10]=2)[CH:32]=1)[O:28][C:25]1[CH:26]=[CH:27][C:22]([O:21][C:18]([CH3:19])([CH3:20])[C:17]([OH:39])=[O:16])=[C:23]([CH3:38])[CH:24]=1. (9) Given the reactants Br[C:2]1[CH:9]=[CH:8][C:5]([C:6]#[N:7])=[CH:4][CH:3]=1.[C:10]1([CH:16]=[CH:17][CH:18]([OH:21])[C:19]#[CH:20])[CH:15]=[CH:14][CH:13]=[CH:12][CH:11]=1.C1(P(C2C=CC=CC=2)C2C=CC=CC=2)C=CC=CC=1.C(N(CC)CC)C, predict the reaction product. The product is: [O:21]=[C:18](/[CH:17]=[CH:16]/[C:10]1[CH:11]=[CH:12][CH:13]=[CH:14][CH:15]=1)/[CH:19]=[CH:20]/[C:2]1[CH:9]=[CH:8][C:5]([C:6]#[N:7])=[CH:4][CH:3]=1.